This data is from Catalyst prediction with 721,799 reactions and 888 catalyst types from USPTO. The task is: Predict which catalyst facilitates the given reaction. (1) The catalyst class is: 24. Reactant: [OH:1][CH:2](CO)[CH2:3][C:4]1[CH:11]=[CH:10][C:7]([C:8]#[N:9])=[CH:6][C:5]=1[O:12][CH3:13]. Product: [CH3:13][O:12][C:5]1[CH:6]=[C:7]([CH:10]=[CH:11][C:4]=1[CH2:3][CH:2]=[O:1])[C:8]#[N:9]. (2) Reactant: [F:1][C:2]1[CH:7]=[C:6]([Br:8])[CH:5]=[CH:4][C:3]=1[OH:9].C(=O)([O-])[O-].[K+].[K+].Br[CH2:17][CH2:18][CH2:19][Cl:20]. Product: [Br:8][C:6]1[CH:5]=[CH:4][C:3]([O:9][CH2:17][CH2:18][CH2:19][Cl:20])=[C:2]([F:1])[CH:7]=1. The catalyst class is: 10. (3) Reactant: [Br:1][C:2]1(Br)[CH:11]([CH3:12])[CH2:10][C:9]2[C:4](=[CH:5][CH:6]=[C:7]([O:13][CH3:14])[CH:8]=2)[C:3]1=[O:15].N12CCCN=C1CCCCC2. Product: [Br:1][C:2]1[C:11]([CH3:12])=[CH:10][C:9]2[C:4](=[CH:5][CH:6]=[C:7]([O:13][CH3:14])[CH:8]=2)[C:3]=1[OH:15]. The catalyst class is: 23.